Dataset: Forward reaction prediction with 1.9M reactions from USPTO patents (1976-2016). Task: Predict the product of the given reaction. (1) Given the reactants [Cl:1][C:2]1[C:3]([NH2:11])=[C:4]2[CH:10]=[CH:9][NH:8][C:5]2=[N:6][CH:7]=1.C(O)(=O)C.C([BH3-])#N.[Na+].[CH:20]1([CH:23]=O)[CH2:22][CH2:21]1, predict the reaction product. The product is: [Cl:1][C:2]1[C:3]([NH:11][CH2:23][CH:20]2[CH2:22][CH2:21]2)=[C:4]2[CH:10]=[CH:9][NH:8][C:5]2=[N:6][CH:7]=1. (2) Given the reactants [CH2:1]([O:3][C:4]1[CH:20]=[CH:19][C:7]([C:8]([NH:10][C:11]2([C:14]([O:16]CC)=[O:15])[CH2:13][CH2:12]2)=[O:9])=[CH:6][CH:5]=1)[CH3:2].[OH-].[Li+], predict the reaction product. The product is: [CH2:1]([O:3][C:4]1[CH:5]=[CH:6][C:7]([C:8]([NH:10][C:11]2([C:14]([OH:16])=[O:15])[CH2:12][CH2:13]2)=[O:9])=[CH:19][CH:20]=1)[CH3:2]. (3) Given the reactants [Cl:1][C:2]1[CH:7]=[CH:6][N:5]2[N:8]=[CH:9][CH:10]=[C:4]2[N:3]=1.O=P(Cl)(Cl)Cl.[OH-].[Na+].CN([CH:21]=[O:22])C, predict the reaction product. The product is: [Cl:1][C:2]1[CH:7]=[CH:6][N:5]2[N:8]=[CH:9][C:10]([CH:21]=[O:22])=[C:4]2[N:3]=1.